Dataset: HIV replication inhibition screening data with 41,000+ compounds from the AIDS Antiviral Screen. Task: Binary Classification. Given a drug SMILES string, predict its activity (active/inactive) in a high-throughput screening assay against a specified biological target. (1) The compound is CC1(N2CCOCC2)CC2C(=NO)CCCC2=[N+]1[O-]. The result is 0 (inactive). (2) The compound is CC1C2CC(C(S(=O)(=O)O)C2=O)C1(C)C.N. The result is 0 (inactive). (3) The drug is C=CCCN(C=O)CCCC(=CCCCC)[Si](C)(C)C. The result is 0 (inactive). (4) The compound is CC(C)(C)C#C[IH2]1OC(=O)c2ccccc21. The result is 0 (inactive).